The task is: Predict the reactants needed to synthesize the given product.. This data is from Full USPTO retrosynthesis dataset with 1.9M reactions from patents (1976-2016). (1) Given the product [Cl:23][CH2:22][CH2:21][CH2:20][C:8]([CH2:7][C:6]1[CH:5]=[CH:4][C:3]([C:2]([F:15])([F:16])[F:1])=[CH:14][CH:13]=1)([C:11]#[N:12])[C:9]#[N:10], predict the reactants needed to synthesize it. The reactants are: [F:1][C:2]([F:16])([F:15])[C:3]1[CH:14]=[CH:13][C:6]([CH2:7][CH:8]([C:11]#[N:12])[C:9]#[N:10])=[CH:5][CH:4]=1.[H-].[Na+].Br[CH2:20][CH2:21][CH2:22][Cl:23]. (2) The reactants are: Cl.C(OC([N:9]1[CH2:14][CH2:13][C:12]([C:16]2[CH:21]=[CH:20][CH:19]=[CH:18][C:17]=2[S:22][C:23]2[CH:28]=[CH:27][C:26]([CH3:29])=[CH:25][CH:24]=2)(O)[CH2:11][CH2:10]1)=O)(C)(C)C.[OH-].[Na+]. Given the product [CH3:29][C:26]1[CH:27]=[CH:28][C:23]([S:22][C:17]2[CH:18]=[CH:19][CH:20]=[CH:21][C:16]=2[C:12]2[CH2:13][CH2:14][NH:9][CH2:10][CH:11]=2)=[CH:24][CH:25]=1, predict the reactants needed to synthesize it. (3) The reactants are: [C:1]([O:5][C:6]([NH:8][C@@H:9]([C:13]1[CH:18]=[CH:17][C:16]([C:19]([F:22])([F:21])[F:20])=[CH:15][CH:14]=1)[C:10]([OH:12])=O)=[O:7])([CH3:4])([CH3:3])[CH3:2].[CH3:23][O:24][CH2:25][CH2:26][O:27][CH2:28][CH2:29][O:30][CH2:31][CH2:32][O:33][C@H:34]1[CH2:38][CH2:37][NH:36][CH2:35]1.C(N(CC)C(C)C)(C)C.F[B-](F)(F)F.N1(OC(N(C)C)=[N+](C)C)C2C=CC=CC=2N=N1. Given the product [CH3:23][O:24][CH2:25][CH2:26][O:27][CH2:28][CH2:29][O:30][CH2:31][CH2:32][O:33][C@H:34]1[CH2:38][CH2:37][N:36]([C:10](=[O:12])[C@@H:9]([NH:8][C:6](=[O:7])[O:5][C:1]([CH3:4])([CH3:2])[CH3:3])[C:13]2[CH:14]=[CH:15][C:16]([C:19]([F:20])([F:22])[F:21])=[CH:17][CH:18]=2)[CH2:35]1, predict the reactants needed to synthesize it. (4) Given the product [CH3:19][S:20]([O:9][CH2:8][C:5]1[CH:6]=[N:7][C:2]([Br:1])=[CH:3][CH:4]=1)(=[O:22])=[O:21], predict the reactants needed to synthesize it. The reactants are: [Br:1][C:2]1[N:7]=[CH:6][C:5]([CH2:8][OH:9])=[CH:4][CH:3]=1.C(N(CC)C(C)C)(C)C.[CH3:19][S:20](Cl)(=[O:22])=[O:21].[Cl-].[NH4+]. (5) Given the product [CH2:1]([N:3]([CH3:4])[C:9]([N:25]1[C:24]2[C:19](=[N:20][C:21]([C:28]3[CH:29]=[CH:30][CH:31]=[CH:32][CH:33]=3)=[N:22][CH:23]=2)[N:18]([CH3:17])[C:26]1=[O:27])=[O:15])[CH3:2], predict the reactants needed to synthesize it. The reactants are: [CH2:1]([NH:3][CH3:4])[CH3:2].ClC(Cl)(O[C:9](=[O:15])OC(Cl)(Cl)Cl)Cl.[CH3:17][N:18]1[C:26](=[O:27])[NH:25][C:24]2[C:19]1=[N:20][C:21]([C:28]1[CH:33]=[CH:32][CH:31]=[CH:30][CH:29]=1)=[N:22][CH:23]=2.N12CCN(CC1)CC2. (6) Given the product [Br:21][C:18]1[CH:19]=[CH:20][C:15]([O:14][CH2:13][C:10]2[CH:11]=[CH:12][C:7]([CH2:6][N:22]3[CH:26]=[CH:25][CH:24]=[N:23]3)=[CH:8][CH:9]=2)=[CH:16][CH:17]=1, predict the reactants needed to synthesize it. The reactants are: CS(O[CH2:6][C:7]1[CH:12]=[CH:11][C:10]([CH2:13][O:14][C:15]2[CH:20]=[CH:19][C:18]([Br:21])=[CH:17][CH:16]=2)=[CH:9][CH:8]=1)(=O)=O.[NH:22]1[CH:26]=[CH:25][CH:24]=[N:23]1.C(=O)([O-])[O-].[Cs+].[Cs+]. (7) Given the product [O:1]1[C:5]2[CH:6]=[CH:7][C:8]([CH2:10][NH:11][C:12]3[N:13]=[C:14]([O:19][CH3:20])[N:15]=[C:16]([C:29]4[CH:28]=[C:27]([C:24]([CH3:26])([CH3:25])[C:21]([OH:23])=[O:22])[CH:32]=[CH:31][CH:30]=4)[CH:17]=3)=[CH:9][C:4]=2[CH:3]=[CH:2]1, predict the reactants needed to synthesize it. The reactants are: [O:1]1[C:5]2[CH:6]=[CH:7][C:8]([CH2:10][NH:11][C:12]3[CH:17]=[C:16](Cl)[N:15]=[C:14]([O:19][CH3:20])[N:13]=3)=[CH:9][C:4]=2[CH:3]=[CH:2]1.[C:21]([C:24]([C:27]1[CH:28]=[C:29](B(O)O)[CH:30]=[CH:31][CH:32]=1)([CH3:26])[CH3:25])([OH:23])=[O:22].C([O-])([O-])=O.[Cs+].[Cs+].